From a dataset of Full USPTO retrosynthesis dataset with 1.9M reactions from patents (1976-2016). Predict the reactants needed to synthesize the given product. (1) Given the product [CH2:1]([N:8]1[CH2:17][CH2:16][C:15]2[N:14]=[C:13]([NH:26][CH2:25][CH2:24][N:19]3[CH2:23][CH2:22][CH2:21][CH2:20]3)[CH:12]=[CH:11][C:10]=2[CH2:9]1)[C:2]1[CH:7]=[CH:6][CH:5]=[CH:4][CH:3]=1, predict the reactants needed to synthesize it. The reactants are: [CH2:1]([N:8]1[CH2:17][CH2:16][C:15]2[N:14]=[C:13](Cl)[CH:12]=[CH:11][C:10]=2[CH2:9]1)[C:2]1[CH:7]=[CH:6][CH:5]=[CH:4][CH:3]=1.[N:19]1([CH2:24][CH2:25][NH2:26])[CH2:23][CH2:22][CH2:21][CH2:20]1. (2) Given the product [SH:9][C:5]1[S:6][C:7]([CH3:8])=[C:2]([CH3:1])[N:3]2[C:19](=[O:20])[NH:18]/[C:17](=[N:21]\[S:22]([C:25]3[CH:30]=[CH:29][C:28]([CH3:31])=[CH:27][CH:26]=3)(=[O:24])=[O:23])/[C:4]=12, predict the reactants needed to synthesize it. The reactants are: [CH3:1][C:2]1[N:3]2[C:19](=[O:20])[NH:18]/[C:17](=[N:21]\[S:22]([C:25]3[CH:30]=[CH:29][C:28]([CH3:31])=[CH:27][CH:26]=3)(=[O:24])=[O:23])/[C:4]2=[C:5]([S:9]CCC(OCC)=O)[S:6][C:7]=1[CH3:8].[OH-].[K+].Cl.